This data is from Reaction yield outcomes from USPTO patents with 853,638 reactions. The task is: Predict the reaction yield, written as a fraction of the theoretical maximum amount of product (1.0 means a 100% yield; for example, 0.34 means a 34% yield). The yield is 0.339. The reactants are Cl.[C:2](Cl)(=[O:9])[C:3]1[CH:8]=[CH:7][N:6]=[CH:5][CH:4]=1.C(N(CC)CC)C.ClCCl.[N:21]1([C:27]2[CH:33]=[CH:32][C:31]([C:34]([F:37])([F:36])[F:35])=[CH:30][C:28]=2[NH2:29])[CH2:26][CH2:25][CH2:24][CH2:23][CH2:22]1. The product is [N:21]1([C:27]2[CH:33]=[CH:32][C:31]([C:34]([F:36])([F:37])[F:35])=[CH:30][C:28]=2[NH:29][C:2](=[O:9])[C:3]2[CH:8]=[CH:7][N:6]=[CH:5][CH:4]=2)[CH2:22][CH2:23][CH2:24][CH2:25][CH2:26]1. The catalyst is CN(C)C1C=CN=CC=1.O.